This data is from Peptide-MHC class II binding affinity with 134,281 pairs from IEDB. The task is: Regression. Given a peptide amino acid sequence and an MHC pseudo amino acid sequence, predict their binding affinity value. This is MHC class II binding data. (1) The peptide sequence is YLGLEVLTRARAALT. The MHC is DRB1_0701 with pseudo-sequence DRB1_0701. The binding affinity (normalized) is 0.684. (2) The peptide sequence is FRNQWLLESDHLISE. The MHC is DRB5_0101 with pseudo-sequence DRB5_0101. The binding affinity (normalized) is 0.880.